Dataset: Retrosynthesis with 50K atom-mapped reactions and 10 reaction types from USPTO. Task: Predict the reactants needed to synthesize the given product. (1) Given the product CN(C)C=C(C(=O)c1ccccc1Cl)c1ccc(Cl)cc1, predict the reactants needed to synthesize it. The reactants are: COC(OC)N(C)C.O=C(Cc1ccc(Cl)cc1)c1ccccc1Cl. (2) Given the product C1=CCC(CN2CCNCC2c2ccccc2)(OCc2ccccc2)C=C1, predict the reactants needed to synthesize it. The reactants are: O=C1NCCN(CC2(OCc3ccccc3)C=CC=CC2)C1c1ccccc1.